The task is: Predict the reaction yield, written as a fraction of the theoretical maximum amount of product (1.0 means a 100% yield; for example, 0.34 means a 34% yield).. This data is from Reaction yield outcomes from USPTO patents with 853,638 reactions. (1) The reactants are C(N(C(C)C)CC)(C)C.[C:10](OC(=O)C)(=[O:12])[CH3:11].[CH3:17][NH:18][C:19]([C:21]1[C:25]2[CH:26]=[C:27]([O:31][CH3:32])[C:28]([NH2:30])=[CH:29][C:24]=2[O:23][C:22]=1[C:33]1[CH:38]=[CH:37][C:36]([F:39])=[CH:35][CH:34]=1)=[O:20]. The catalyst is ClC(Cl)Cl. The product is [CH3:17][NH:18][C:19]([C:21]1[C:25]2[CH:26]=[C:27]([O:31][CH3:32])[C:28]([NH:30][C:10](=[O:12])[CH3:11])=[CH:29][C:24]=2[O:23][C:22]=1[C:33]1[CH:38]=[CH:37][C:36]([F:39])=[CH:35][CH:34]=1)=[O:20]. The yield is 0.870. (2) The reactants are [CH3:1][O:2][C:3]1[CH:20]=[CH:19][C:6]2[NH:7][C:8]([CH2:10][C:11]([CH3:18])([CH3:17])[C:12]([O:14][CH2:15][CH3:16])=[O:13])=[N:9][C:5]=2[CH:4]=1.C(=O)([O-])[O-].[Cs+].[Cs+].[Br:27][C:28]1[CH:35]=[CH:34][C:31]([CH2:32]Br)=[CH:30][CH:29]=1. The catalyst is CN(C=O)C. The product is [Br:27][C:28]1[CH:35]=[CH:34][C:31]([CH2:32][N:9]2[C:5]3[CH:4]=[C:3]([O:2][CH3:1])[CH:20]=[CH:19][C:6]=3[N:7]=[C:8]2[CH2:10][C:11]([CH3:17])([CH3:18])[C:12]([O:14][CH2:15][CH3:16])=[O:13])=[CH:30][CH:29]=1.[Br:27][C:28]1[CH:35]=[CH:34][C:31]([CH2:32][N:7]2[C:6]3[CH:19]=[CH:20][C:3]([O:2][CH3:1])=[CH:4][C:5]=3[N:9]=[C:8]2[CH2:10][C:11]([CH3:17])([CH3:18])[C:12]([O:14][CH2:15][CH3:16])=[O:13])=[CH:30][CH:29]=1. The yield is 0.230.